Dataset: Peptide-MHC class I binding affinity with 185,985 pairs from IEDB/IMGT. Task: Regression. Given a peptide amino acid sequence and an MHC pseudo amino acid sequence, predict their binding affinity value. This is MHC class I binding data. (1) The peptide sequence is FENKTTLPV. The MHC is HLA-B44:03 with pseudo-sequence HLA-B44:03. The binding affinity (normalized) is 0.304. (2) The binding affinity (normalized) is 0.795. The MHC is HLA-A02:17 with pseudo-sequence HLA-A02:17. The peptide sequence is MLWMAEIPL. (3) The peptide sequence is MLDPRFVKQ. The MHC is HLA-B46:01 with pseudo-sequence HLA-B46:01. The binding affinity (normalized) is 0.0847. (4) The peptide sequence is SFIEDLLFNK. The MHC is HLA-A31:01 with pseudo-sequence HLA-A31:01. The binding affinity (normalized) is 0.632.